From a dataset of Full USPTO retrosynthesis dataset with 1.9M reactions from patents (1976-2016). Predict the reactants needed to synthesize the given product. (1) Given the product [C:37]([C:32]1[CH:33]=[C:34]2[C:29](=[C:30]([F:41])[CH:31]=1)[C:28](=[O:42])[N:27]([C:7]1[C:6]([CH2:5][OH:4])=[C:11]([C:12]3[CH:17]=[C:16]([NH:18][C:19]4[CH:23]=[C:22]([CH3:24])[S:21][N:20]=4)[C:15](=[O:25])[N:14]([CH3:26])[CH:13]=3)[CH:10]=[CH:9][N:8]=1)[N:36]=[CH:35]2)([CH3:40])([CH3:38])[CH3:39], predict the reactants needed to synthesize it. The reactants are: C([O:4][CH2:5][C:6]1[C:7]([N:27]2[N:36]=[CH:35][C:34]3[C:29](=[C:30]([F:41])[CH:31]=[C:32]([C:37]([CH3:40])([CH3:39])[CH3:38])[CH:33]=3)[C:28]2=[O:42])=[N:8][CH:9]=[CH:10][C:11]=1[C:12]1[CH:17]=[C:16]([NH:18][C:19]2[CH:23]=[C:22]([CH3:24])[S:21][N:20]=2)[C:15](=[O:25])[N:14]([CH3:26])[CH:13]=1)(=O)C.[OH-].[Li+]. (2) Given the product [C:1]([O:5][C:6](=[O:52])[NH:7][CH:8]1[C:26](=[O:27])[N:25]2[CH:21]([CH2:22][CH:23]([O:28][C:29]3[C:38]4[C:33](=[CH:34][CH:35]=[CH:36][CH:37]=4)[CH:32]=[CH:31][N:30]=3)[CH2:24]2)[C:20](=[O:39])[NH:19][C:18]2([C:40]([NH:42][S:43]([C:46]3([CH2:49][CH2:50][CH3:51])[CH2:47][CH2:48]3)(=[O:44])=[O:45])=[O:41])[CH:16]([CH2:17]2)[CH2:15][CH2:14][CH2:13][CH2:12][CH2:11][CH2:10][CH2:9]1)([CH3:4])([CH3:3])[CH3:2], predict the reactants needed to synthesize it. The reactants are: [C:1]([O:5][C:6](=[O:52])[NH:7][CH:8]1[C:26](=[O:27])[N:25]2[CH:21]([CH2:22][CH:23]([O:28][C:29]3[C:38]4[C:33](=[CH:34][CH:35]=[CH:36][CH:37]=4)[CH:32]=[CH:31][N:30]=3)[CH2:24]2)[C:20](=[O:39])[NH:19][C:18]2([C:40]([NH:42][S:43]([C:46]3([CH2:49][CH2:50][CH3:51])[CH2:48][CH2:47]3)(=[O:45])=[O:44])=[O:41])[CH:16]([CH2:17]2)[CH:15]=[CH:14][CH2:13][CH2:12][CH2:11][CH2:10][CH2:9]1)([CH3:4])([CH3:3])[CH3:2].N(C([O-])=O)=NC([O-])=O.[K+].[K+].C(O)(=O)C.